This data is from Catalyst prediction with 721,799 reactions and 888 catalyst types from USPTO. The task is: Predict which catalyst facilitates the given reaction. The catalyst class is: 9. Reactant: [N:1]1[C:5]2[CH:6]=[CH:7][CH:8]=[CH:9][C:4]=2[NH:3][CH:2]=1.C(=O)([O-])[O-].[K+].[K+].I[CH2:17][CH2:18][CH3:19]. Product: [CH2:17]([N:1]1[C:5]2[CH:6]=[CH:7][CH:8]=[CH:9][C:4]=2[N:3]=[CH:2]1)[CH2:18][CH3:19].